From a dataset of Reaction yield outcomes from USPTO patents with 853,638 reactions. Predict the reaction yield, written as a fraction of the theoretical maximum amount of product (1.0 means a 100% yield; for example, 0.34 means a 34% yield). (1) The product is [O:49]1[CH2:50][CH2:51][N:46]([C:2]2[CH:7]=[N:6][CH:5]=[C:4]([C:8]3[CH:13]=[CH:12][C:11]([CH3:14])=[CH:10][CH:9]=3)[N:3]=2)[CH2:47][CH2:48]1. The yield is 0.700. The reactants are Cl[C:2]1[CH:7]=[N:6][CH:5]=[C:4]([C:8]2[CH:13]=[CH:12][C:11]([CH3:14])=[CH:10][CH:9]=2)[N:3]=1.CC(C)([O-])C.[Na+].C1(P(C2CCCCC2)C2C=CC=CC=2C2C=CC=CC=2)CCCCC1.[NH:46]1[CH2:51][CH2:50][O:49][CH2:48][CH2:47]1. The catalyst is CC([O-])=O.CC([O-])=O.[Pd+2].C1(C)C=CC=CC=1. (2) The reactants are [CH2:1]([N:3]1[C:10]2[CH:11]=[CH:12][C:13]([N+:15]([O-])=O)=[CH:14][C:9]=2[O:8][C:5]2([CH2:7][CH2:6]2)[C:4]1=[O:18])[CH3:2].[Sn](Cl)Cl. The catalyst is C(O)C. The product is [NH2:15][C:13]1[CH:12]=[CH:11][C:10]2[N:3]([CH2:1][CH3:2])[C:4](=[O:18])[C:5]3([O:8][C:9]=2[CH:14]=1)[CH2:6][CH2:7]3. The yield is 0.625. (3) The reactants are [Cl:1][C:2]1[CH:3]=[CH:4][C:5]([O:10][CH2:11][C:12]([N:14]2[CH2:19][C@H:18]([CH3:20])[N:17]([CH2:21][C:22]3[CH:27]=[CH:26][C:25]([F:28])=[CH:24][CH:23]=3)[CH2:16][C@H:15]2[CH3:29])=[O:13])=[C:6]([CH:9]=1)[CH2:7][NH2:8].N1C=CC=CC=1.[C:36]([NH:39][CH2:40][CH2:41][NH2:42])(=[O:38])[CH3:37].[CH3:43][OH:44]. The catalyst is C(Cl)Cl. The product is [Cl:1][C:2]1[CH:3]=[CH:4][C:5]([O:10][CH2:11][C:12]([N:14]2[CH2:19][CH:18]([CH3:20])[N:17]([CH2:21][C:22]3[CH:23]=[CH:24][C:25]([F:28])=[CH:26][CH:27]=3)[CH2:16][CH:15]2[CH3:29])=[O:13])=[C:6]([CH:9]=1)[CH2:7][NH:8][C:43](=[O:44])[NH:42][CH2:41][CH2:40][NH:39][C:36](=[O:38])[CH3:37]. The yield is 0.270. (4) The reactants are Br[C:2]1[CH:7]=[CH:6][C:5]([S:8]([N:11]([CH3:13])[CH3:12])(=[O:10])=[O:9])=[C:4]([N:14]([CH3:16])[CH3:15])[CH:3]=1.[C:17]([C:19]1[N:23]([CH3:24])[C:22](B(O)O)=[CH:21][CH:20]=1)#[N:18].[F-].[K+].C(P(C(C)(C)C)C(C)(C)C)(C)(C)C. The catalyst is C1C=CC(/C=C/C(/C=C/C2C=CC=CC=2)=O)=CC=1.C1C=CC(/C=C/C(/C=C/C2C=CC=CC=2)=O)=CC=1.C1C=CC(/C=C/C(/C=C/C2C=CC=CC=2)=O)=CC=1.[Pd].[Pd]. The product is [C:17]([C:19]1[N:23]([CH3:24])[C:22]([C:2]2[CH:7]=[CH:6][C:5]([S:8]([N:11]([CH3:13])[CH3:12])(=[O:10])=[O:9])=[C:4]([N:14]([CH3:16])[CH3:15])[CH:3]=2)=[CH:21][CH:20]=1)#[N:18]. The yield is 0.140.